From a dataset of Forward reaction prediction with 1.9M reactions from USPTO patents (1976-2016). Predict the product of the given reaction. (1) Given the reactants [OH:1][C:2]1[N:6]([CH3:7])[N:5]=[C:4]([C:8]([O:10][CH3:11])=[O:9])[CH:3]=1.C(N(C(C)C)CC)(C)C.CN(C=O)C.C1C=CC(N([S:33]([C:36]([F:39])([F:38])[F:37])(=[O:35])=[O:34])[S:33]([C:36]([F:39])([F:38])[F:37])(=[O:35])=[O:34])=CC=1, predict the reaction product. The product is: [CH3:7][N:6]1[C:2]([O:1][S:33]([C:36]([F:39])([F:38])[F:37])(=[O:35])=[O:34])=[CH:3][C:4]([C:8]([O:10][CH3:11])=[O:9])=[N:5]1. (2) Given the reactants [Cl:1][C:2]1[N:3]=[C:4](Cl)[C:5]2[CH:10]=[CH:9][NH:8][C:6]=2[N:7]=1.CCN(C(C)C)C(C)C.[NH2:21][C:22]1[CH:23]=[C:24]([CH:31]=[CH:32][CH:33]=1)[O:25][CH2:26][C:27]([NH:29][CH3:30])=[O:28], predict the reaction product. The product is: [Cl:1][C:2]1[N:3]=[C:4]([NH:21][C:22]2[CH:23]=[C:24]([CH:31]=[CH:32][CH:33]=2)[O:25][CH2:26][C:27]([NH:29][CH3:30])=[O:28])[C:5]2[CH:10]=[CH:9][NH:8][C:6]=2[N:7]=1. (3) Given the reactants [NH2:1][C:2]1[N:7]=[C:6]([N:8]([CH3:15])[C:9]2[CH:14]=[CH:13][CH:12]=[CH:11][CH:10]=2)[N:5]=[C:4]([C:16]2[N:20]=[C:19]([C:21]3[S:25][C:24]([C:26](O)=[O:27])=[CH:23][CH:22]=3)[O:18][N:17]=2)[N:3]=1.C1N=C[N:31](C(N2C=NC=C2)=O)[CH:30]=1.CN, predict the reaction product. The product is: [CH3:30][NH:31][C:26]([C:24]1[S:25][C:21]([C:19]2[O:18][N:17]=[C:16]([C:4]3[N:3]=[C:2]([NH2:1])[N:7]=[C:6]([N:8]([CH3:15])[C:9]4[CH:14]=[CH:13][CH:12]=[CH:11][CH:10]=4)[N:5]=3)[N:20]=2)=[CH:22][CH:23]=1)=[O:27]. (4) Given the reactants C([O:3][C:4](=[O:34])[CH2:5][CH2:6][C:7]1[N:8]([C:24]2[CH:29]=[CH:28][C:27]([C:30](=[O:32])[NH2:31])=[CH:26][C:25]=2[CH3:33])[C:9]([C:12]2[CH:17]=[CH:16][C:15]([C:18]([O:20][CH3:21])=[O:19])=[CH:14][C:13]=2[O:22][CH3:23])=[CH:10][CH:11]=1)C.[OH-].[Na+], predict the reaction product. The product is: [C:30]([C:27]1[CH:28]=[CH:29][C:24]([N:8]2[C:9]([C:12]3[CH:17]=[CH:16][C:15]([C:18]([O:20][CH3:21])=[O:19])=[CH:14][C:13]=3[O:22][CH3:23])=[CH:10][CH:11]=[C:7]2[CH2:6][CH2:5][C:4]([OH:34])=[O:3])=[C:25]([CH3:33])[CH:26]=1)(=[O:32])[NH2:31].